This data is from Forward reaction prediction with 1.9M reactions from USPTO patents (1976-2016). The task is: Predict the product of the given reaction. (1) Given the reactants CO[CH2:3][N:4]([CH2:10][C:11]1[CH:16]=[CH:15][CH:14]=[CH:13][CH:12]=1)[CH2:5][Si](C)(C)C.[Cl:17][C:18]1[CH:23]=[CH:22][C:21](/[CH:24]=[CH:25]/[N+:26]([O-:28])=[O:27])=[CH:20][C:19]=1[Cl:29].FC(F)(F)C(O)=O, predict the reaction product. The product is: [CH2:10]([N:4]1[CH2:5][CH:25]([N+:26]([O-:28])=[O:27])[CH:24]([C:21]2[CH:22]=[CH:23][C:18]([Cl:17])=[C:19]([Cl:29])[CH:20]=2)[CH2:3]1)[C:11]1[CH:16]=[CH:15][CH:14]=[CH:13][CH:12]=1. (2) Given the reactants [C:1]1([CH3:21])[CH:6]=[C:5]([CH3:7])[CH:4]=[C:3]([CH3:8])[C:2]=1[NH:9][CH:10]=[N:11][C:12]1[C:17]([CH3:18])=[CH:16][C:15]([CH3:19])=[CH:14][C:13]=1[CH3:20].[Br:22][CH:23]([P:27](=[O:34])([O:31][CH2:32][CH3:33])[O:28][CH2:29][CH3:30])[CH:24](Br)[CH3:25].C(N(C(C)C)CC)(C)C, predict the reaction product. The product is: [Br-:22].[CH2:32]([O:31][P:27]([CH2:23][CH:24]1[N:9]([C:2]2[C:3]([CH3:8])=[CH:4][C:5]([CH3:7])=[CH:6][C:1]=2[CH3:21])[CH:10]=[N+:11]([C:12]2[C:13]([CH3:20])=[CH:14][C:15]([CH3:19])=[CH:16][C:17]=2[CH3:18])[CH2:25]1)([O:28][CH2:29][CH3:30])=[O:34])[CH3:33]. (3) The product is: [Br:43][C:9]1([O:18][CH2:17][C@:15]([C:19](=[O:26])[C:20]2[CH:25]=[CH:24][CH:23]=[CH:22][CH:21]=2)([OH:16])[C@:13]([C:27](=[O:34])[C:28]2[CH:33]=[CH:32][CH:31]=[CH:30][CH:29]=2)([OH:14])[C@@:11]1([C:35](=[O:42])[C:36]1[CH:41]=[CH:40][CH:39]=[CH:38][CH:37]=1)[OH:12])[OH:10]. Given the reactants C([C:9]1([O:18][CH2:17][C@:15]([C:19](=[O:26])[C:20]2[CH:25]=[CH:24][CH:23]=[CH:22][CH:21]=2)([OH:16])[C@:13]([C:27](=[O:34])[C:28]2[CH:33]=[CH:32][CH:31]=[CH:30][CH:29]=2)([OH:14])[C@@:11]1([C:35](=[O:42])[C:36]1[CH:41]=[CH:40][CH:39]=[CH:38][CH:37]=1)[OH:12])[OH:10])(=O)C1C=CC=CC=1.[BrH:43].C(O)(=O)C.ClCCl, predict the reaction product. (4) Given the reactants [Cl:1][C:2]1[N:7]=[CH:6][C:5]([C:8]2[NH:13][C:12](=O)[C:11]3=[C:15]([CH3:19])[N:16]=[C:17]([CH3:18])[N:10]3[N:9]=2)=[CH:4][CH:3]=1.P(Cl)(Cl)(Cl)=O.[NH:25]1[CH:29]=[N:28][CH:27]=[N:26]1.N1C=CC=CC=1, predict the reaction product. The product is: [Cl:1][C:2]1[N:7]=[CH:6][C:5]([C:8]2[N:13]=[C:12]([N:25]3[CH:29]=[N:28][CH:27]=[N:26]3)[C:11]3=[C:15]([CH3:19])[N:16]=[C:17]([CH3:18])[N:10]3[N:9]=2)=[CH:4][CH:3]=1. (5) Given the reactants [Cl:1][C:2]1[CH:3]=[N:4][CH:5]=[C:6]([Cl:9])[C:7]=1[CH3:8].[CH3:10][O:11][C:12]1[CH:13]=[C:14]([CH:18]=[CH:19][C:20]=1[O:21][CH3:22])[C:15](Cl)=[O:16], predict the reaction product. The product is: [CH3:10][O:11][C:12]1[CH:13]=[C:14]([CH:18]=[CH:19][C:20]=1[O:21][CH3:22])[C:15]([O:16]/[C:15](/[C:14]1[CH:18]=[CH:19][C:20]([O:21][CH3:22])=[C:12]([O:11][CH3:10])[CH:13]=1)=[CH:8]\[C:7]1[C:6]([Cl:9])=[CH:5][N:4]=[CH:3][C:2]=1[Cl:1])=[O:16]. (6) Given the reactants [Cl:1][C:2]1[C:11]([N+:12]([O-:14])=[O:13])=[C:10](Cl)[C:9]2[C:4](=[CH:5][CH:6]=[CH:7][CH:8]=2)[N:3]=1.C(N(CC)CC)C.[CH3:23][O:24][C:25]1[CH:32]=[CH:31][C:28]([CH2:29][NH2:30])=[CH:27][CH:26]=1, predict the reaction product. The product is: [Cl:1][C:2]1[C:11]([N+:12]([O-:14])=[O:13])=[C:10]([NH:30][CH2:29][C:28]2[CH:31]=[CH:32][C:25]([O:24][CH3:23])=[CH:26][CH:27]=2)[C:9]2[C:4](=[CH:5][CH:6]=[CH:7][CH:8]=2)[N:3]=1. (7) Given the reactants [CH3:1][O:2][C:3]1[CH:10]=[CH:9][C:6]([CH2:7]Cl)=[CH:5][CH:4]=1.[OH:11][C:12]1[CH:13]=[C:14]([CH:17]=[CH:18][C:19]=1[OH:20])[CH:15]=[O:16].C(=O)([O-])[O-].[Cs+].[Cs+], predict the reaction product. The product is: [OH:11][C:12]1[CH:13]=[C:14]([CH:17]=[CH:18][C:19]=1[O:20][CH2:7][C:6]1[CH:9]=[CH:10][C:3]([O:2][CH3:1])=[CH:4][CH:5]=1)[CH:15]=[O:16].